This data is from Full USPTO retrosynthesis dataset with 1.9M reactions from patents (1976-2016). The task is: Predict the reactants needed to synthesize the given product. (1) Given the product [Cl:15][C:12]1[CH:13]=[C:14]2[C:9]([C:8]([C:23]3[CH:24]=[CH:19][N:20]=[C:21]([NH:25][CH:26]4[CH2:31][C:30]([CH3:33])([CH3:32])[NH:29][C:28]([CH3:35])([CH3:34])[CH2:27]4)[N:22]=3)=[CH:7][NH:6]2)=[CH:10][CH:11]=1, predict the reactants needed to synthesize it. The reactants are: C([Si](C)(C)[N:6]1[C:14]2[C:9](=[CH:10][CH:11]=[C:12]([Cl:15])[CH:13]=2)[CH:8]=[CH:7]1)(C)(C)C.Cl[C:19]1[CH:24]=[CH:23][N:22]=[C:21]([NH:25][CH:26]2[CH2:31][C:30]([CH3:33])([CH3:32])[NH:29][C:28]([CH3:35])([CH3:34])[CH2:27]2)[N:20]=1.CCCC[N+](CCCC)(CCCC)CCCC.[F-]. (2) Given the product [F:20][C:21]1[CH:30]=[CH:29][C:24]([C:25](=[O:28])[CH2:26][N:4]2[CH2:5][CH2:6][N:1]([C:7]3[CH:8]=[CH:9][C:10]([O:13][CH3:14])=[CH:11][N:12]=3)[CH2:2][CH2:3]2)=[CH:23][CH:22]=1, predict the reactants needed to synthesize it. The reactants are: [N:1]1([C:7]2[N:12]=[CH:11][C:10]([OH:13])=[CH:9][CH:8]=2)[CH2:6][CH2:5][NH:4][CH2:3][CH2:2]1.[C:14]([O-])([O-])=O.[K+].[K+].[F:20][C:21]1[CH:30]=[CH:29][C:24]([C:25](=[O:28])[CH2:26]Cl)=[CH:23][CH:22]=1. (3) Given the product [Br:1][C:2]1[N:3]=[C:4]([NH:21][CH2:19][CH:13]2[CH2:12][CH:11]([C:17]#[N:18])[CH2:16][CH2:15][O:14]2)[CH:5]=[CH:6][CH:7]=1, predict the reactants needed to synthesize it. The reactants are: [Br:1][C:2]1[CH:7]=[CH:6][CH:5]=[C:4](F)[N:3]=1.NC[C:11]1([C:17]#[N:18])[CH2:16][CH2:15][O:14][CH2:13][CH2:12]1.[CH2:19]([N:21](CC)CC)C. (4) Given the product [CH3:35][C:32]([C:36]1[CH:37]=[CH:38][C:39]([S:42]([O:23][C:19]2[CH:20]=[CH:21][CH:22]=[C:17]([C:9]3([C:4]4[CH:5]=[CH:6][C:7]([F:8])=[C:2]([Br:1])[CH:3]=4)[C:10](=[O:16])[N:11]([CH3:15])[C:12](=[S:14])[NH:13]3)[CH:18]=2)(=[O:43])=[O:44])=[CH:40][CH:41]=1)([CH3:31])[CH2:33][CH3:34], predict the reactants needed to synthesize it. The reactants are: [Br:1][C:2]1[CH:3]=[C:4]([C:9]2([C:17]3[CH:22]=[CH:21][CH:20]=[C:19]([OH:23])[CH:18]=3)[NH:13][C:12](=[S:14])[N:11]([CH3:15])[C:10]2=[O:16])[CH:5]=[CH:6][C:7]=1[F:8].C(N(CC)CC)C.[CH3:31][C:32]([C:36]1[CH:41]=[CH:40][C:39]([S:42](Cl)(=[O:44])=[O:43])=[CH:38][CH:37]=1)([CH3:35])[CH2:33][CH3:34]. (5) Given the product [CH3:33][C:32]1[CH:31]=[C:30]([CH3:34])[CH:29]=[C:28]([CH3:35])[C:27]=1[NH:24][C:25]([NH:1][C:2]1[C:3]([C:12]([N:14]2[CH2:19][CH2:18][CH2:17][CH2:16][C@H:15]2[C:20]([O:22][CH3:23])=[O:21])=[O:13])=[CH:4][C:5]2[C:10]([CH:11]=1)=[CH:9][CH:8]=[CH:7][CH:6]=2)=[O:26], predict the reactants needed to synthesize it. The reactants are: [NH2:1][C:2]1[C:3]([C:12]([N:14]2[CH2:19][CH2:18][CH2:17][CH2:16][C@H:15]2[C:20]([O:22][CH3:23])=[O:21])=[O:13])=[CH:4][C:5]2[C:10]([CH:11]=1)=[CH:9][CH:8]=[CH:7][CH:6]=2.[N:24]([C:27]1[C:32]([CH3:33])=[CH:31][C:30]([CH3:34])=[CH:29][C:28]=1[CH3:35])=[C:25]=[O:26].